From a dataset of Forward reaction prediction with 1.9M reactions from USPTO patents (1976-2016). Predict the product of the given reaction. (1) Given the reactants [CH2:1]([C@@H:8]1[NH:13][CH2:12][CH2:11][N:10]([C:14]2[CH:19]=[CH:18][C:17]([O:20][CH3:21])=[C:16]([O:22][CH:23]3[CH2:27][CH2:26][CH2:25][CH2:24]3)[CH:15]=2)[CH2:9]1)[C:2]1[CH:7]=[CH:6][CH:5]=[CH:4][CH:3]=1.[OH:28][C@@H:29]([CH3:34])[CH2:30][C:31](O)=[O:32].C1CCC(N=C=NC2CCCCC2)CC1, predict the reaction product. The product is: [CH2:1]([C@H:8]1[CH2:9][N:10]([C:14]2[CH:19]=[CH:18][C:17]([O:20][CH3:21])=[C:16]([O:22][CH:23]3[CH2:27][CH2:26][CH2:25][CH2:24]3)[CH:15]=2)[CH2:11][CH2:12][N:13]1[C:31](=[O:32])[CH2:30][C@@H:29]([OH:28])[CH3:34])[C:2]1[CH:3]=[CH:4][CH:5]=[CH:6][CH:7]=1. (2) The product is: [CH3:1][O:2][C:3]([C@@H:5]1[CH2:9][C@@H:8]([S:10]([C:13]2[CH:18]=[CH:17][CH:16]=[CH:15][C:14]=2[C:19]([F:20])([F:21])[F:22])(=[O:12])=[O:11])[CH2:7][N:6]1[C:23]1[N:37]([C:35]2[CH:34]=[C:33]([CH3:39])[N:32]=[C:31]([CH3:30])[CH:36]=2)[N:38]=[C:25]([CH3:26])[CH:24]=1)=[O:4]. Given the reactants [CH3:1][O:2][C:3]([C@@H:5]1[CH2:9][C@@H:8]([S:10]([C:13]2[CH:18]=[CH:17][CH:16]=[CH:15][C:14]=2[C:19]([F:22])([F:21])[F:20])(=[O:12])=[O:11])[CH2:7][N:6]1[C:23](=S)[CH2:24][C:25](=O)[CH3:26])=[O:4].Cl.[CH3:30][C:31]1[CH:36]=[C:35]([NH:37][NH2:38])[CH:34]=[C:33]([CH3:39])[N:32]=1, predict the reaction product. (3) The product is: [CH3:31][O:24][C:23]([C:20]1[CH:21]=[CH:22][C:16]2[CH:15]=[C:14]([C:3]([CH2:4][CH3:5])([C:6]3[CH:11]=[CH:10][C:9]([OH:12])=[C:8]([CH3:13])[CH:7]=3)[CH2:1][CH3:2])[S:18][C:17]=2[CH:19]=1)=[O:25]. Given the reactants [CH2:1]([C:3]([C:14]1[S:18][C:17]2[CH:19]=[C:20]([C:23]([OH:25])=[O:24])[CH:21]=[CH:22][C:16]=2[CH:15]=1)([C:6]1[CH:11]=[CH:10][C:9]([OH:12])=[C:8]([CH3:13])[CH:7]=1)[CH2:4][CH3:5])[CH3:2].OS(O)(=O)=O.[C:31]([O-])(O)=O.[Na+], predict the reaction product. (4) Given the reactants [Br:1][C:2]1[C:3]2[N:4]([CH:12]=[C:13]([C:15]3[O:19][N:18]=[C:17]([C:20]4[CH:25]=[CH:24][C:23]([CH:26]([CH3:35])[CH2:27][C:28]([O:30]C(C)(C)C)=[O:29])=[CH:22][C:21]=4[CH3:36])[N:16]=3)[N:14]=2)[CH:5]=[C:6]([C:8]([F:11])([F:10])[F:9])[CH:7]=1, predict the reaction product. The product is: [Br:1][C:2]1[C:3]2[N:4]([CH:12]=[C:13]([C:15]3[O:19][N:18]=[C:17]([C:20]4[CH:25]=[CH:24][C:23]([CH:26]([CH3:35])[CH2:27][C:28]([OH:30])=[O:29])=[CH:22][C:21]=4[CH3:36])[N:16]=3)[N:14]=2)[CH:5]=[C:6]([C:8]([F:10])([F:9])[F:11])[CH:7]=1. (5) Given the reactants C[O:2][C:3](=[O:17])[C:4]1[CH:9]=[CH:8][C:7]([C:10]#[C:11][Si](C)(C)C)=[C:6]([OH:16])[CH:5]=1.C.CO.[OH-].[Na+], predict the reaction product. The product is: [O:16]1[C:6]2[CH:5]=[C:4]([C:3]([OH:2])=[O:17])[CH:9]=[CH:8][C:7]=2[CH:10]=[CH:11]1. (6) Given the reactants [OH:1][CH:2]1[CH2:5][N:4]([C:6]2[O:7][CH:8]=[C:9]([C:11]([O:13][CH3:14])=[O:12])[N:10]=2)[CH2:3]1.[C:15]([SiH:19]([C:26]1[CH:31]=[CH:30][CH:29]=[CH:28][CH:27]=1)[C:20]1[CH:25]=[CH:24][CH:23]=[CH:22][CH:21]=1)([CH3:18])([CH3:17])[CH3:16].N1C=CN=C1.CO, predict the reaction product. The product is: [Si:19]([O:1][CH:2]1[CH2:5][N:4]([C:6]2[O:7][CH:8]=[C:9]([C:11]([O:13][CH3:14])=[O:12])[N:10]=2)[CH2:3]1)([C:15]([CH3:18])([CH3:17])[CH3:16])([C:26]1[CH:27]=[CH:28][CH:29]=[CH:30][CH:31]=1)[C:20]1[CH:25]=[CH:24][CH:23]=[CH:22][CH:21]=1. (7) Given the reactants [CH2:1]([N:8]([CH2:16][C@H:17]1[CH2:21][CH2:20][C:19](=[O:22])[NH:18]1)[CH2:9][CH2:10]OS(C)(=O)=O)[C:2]1[CH:7]=[CH:6][CH:5]=[CH:4][CH:3]=1.[H-].[Na+], predict the reaction product. The product is: [CH2:1]([N:8]1[CH2:9][CH2:10][N:18]2[C:19](=[O:22])[CH2:20][CH2:21][C@@H:17]2[CH2:16]1)[C:2]1[CH:7]=[CH:6][CH:5]=[CH:4][CH:3]=1. (8) Given the reactants [CH:1]([C:4]1[CH:9]=[CH:8][C:7]([C:10]2[N:14]([CH2:15][CH2:16][O:17][CH3:18])[C:13]3[C:19]([O:29][CH3:30])=[CH:20][C:21]([CH:27]=O)=[C:22]([C:23]([F:26])([F:25])[F:24])[C:12]=3[N:11]=2)=[CH:6][CH:5]=1)([CH3:3])[CH3:2].[C:31]1([Mg]Br)[CH:36]=[CH:35][CH:34]=[CH:33][CH:32]=1, predict the reaction product. The product is: [CH2:27]([C:21]1[CH:20]=[C:19]([O:29][CH3:30])[C:13]2[N:14]([CH2:15][CH2:16][O:17][CH3:18])[C:10]([C:7]3[CH:8]=[CH:9][C:4]([CH:1]([CH3:2])[CH3:3])=[CH:5][CH:6]=3)=[N:11][C:12]=2[C:22]=1[C:23]([F:25])([F:24])[F:26])[C:31]1[CH:36]=[CH:35][CH:34]=[CH:33][CH:32]=1. (9) Given the reactants [Cl:1][C:2]1[CH:10]=[C:9]([F:11])[C:8]([C:12]2[CH:17]=[CH:16][CH:15]=[CH:14][N:13]=2)=[CH:7][C:3]=1[C:4]([OH:6])=O.[NH2:18][C:19]1[N:23]([C:24]2[CH:29]=[CH:28][CH:27]=[CH:26][CH:25]=2)[N:22]=[C:21]([C:30]#[N:31])[CH:20]=1, predict the reaction product. The product is: [Cl:1][C:2]1[CH:10]=[C:9]([F:11])[C:8]([C:12]2[CH:17]=[CH:16][CH:15]=[CH:14][N:13]=2)=[CH:7][C:3]=1[C:4]([NH:18][C:19]1[N:23]([C:24]2[CH:29]=[CH:28][CH:27]=[CH:26][CH:25]=2)[N:22]=[C:21]([C:30]#[N:31])[CH:20]=1)=[O:6]. (10) Given the reactants [CH2:1]([C:3]1[CH:9]=[CH:8][C:6]([NH2:7])=[CH:5][CH:4]=1)[CH3:2].[CH3:10][O:11][C:12](=[O:25])[C:13]1[C:18]([Cl:19])=[CH:17][CH:16]=[C:15]([C:20](Cl)=[N:21][OH:22])[C:14]=1[F:24], predict the reaction product. The product is: [CH3:10][O:11][C:12](=[O:25])[C:13]1[C:18]([Cl:19])=[CH:17][CH:16]=[C:15]([C:20](=[N:21][OH:22])[NH:7][C:6]2[CH:8]=[CH:9][C:3]([CH2:1][CH3:2])=[CH:4][CH:5]=2)[C:14]=1[F:24].